Dataset: Catalyst prediction with 721,799 reactions and 888 catalyst types from USPTO. Task: Predict which catalyst facilitates the given reaction. (1) Reactant: [Br:1][C:2]1[CH:11]=[CH:10][C:5]([C:6]([O:8][CH3:9])=[O:7])=[CH:4][C:3]=1[OH:12].C(=O)([O-])[O-].[K+].[K+].Br[CH2:20][C:21]([CH3:23])=[CH2:22]. Product: [Br:1][C:2]1[CH:11]=[CH:10][C:5]([C:6]([O:8][CH3:9])=[O:7])=[CH:4][C:3]=1[O:12][CH2:22][C:21]([CH3:23])=[CH2:20]. The catalyst class is: 639. (2) Reactant: [OH-].[K+].O.Cl.[CH2:5]([N:12]1[CH2:17][CH2:16][CH2:15][C:14](=[O:18])[CH2:13]1)[C:6]1[CH:11]=[CH:10][CH:9]=[CH:8][CH:7]=1.[I-].[CH3:20][S+](C)(C)=O. Product: [CH2:5]([N:12]1[CH2:17][CH2:16][CH2:15][C:14]2([CH2:20][O:18]2)[CH2:13]1)[C:6]1[CH:7]=[CH:8][CH:9]=[CH:10][CH:11]=1. The catalyst class is: 10. (3) Reactant: [NH2:1][C:2]1[C:3]([NH:20][C@H:21]2[CH2:26][CH2:25][C@H:24]([OH:27])[CH2:23][CH2:22]2)=[C:4]2[CH:10]=[CH:9][N:8]([S:11]([C:14]3[CH:19]=[CH:18][CH:17]=[CH:16][CH:15]=3)(=[O:13])=[O:12])[C:5]2=[N:6][CH:7]=1.N1C(C)=CC=CC=1C.O([Si:44]([C:47]([CH3:50])([CH3:49])[CH3:48])([CH3:46])[CH3:45])S(C(F)(F)F)(=O)=O. Product: [C:14]1([S:11]([N:8]2[C:5]3=[N:6][CH:7]=[C:2]([NH2:1])[C:3]([NH:20][C@H:21]4[CH2:22][CH2:23][C@H:24]([O:27][Si:44]([C:47]([CH3:50])([CH3:49])[CH3:48])([CH3:46])[CH3:45])[CH2:25][CH2:26]4)=[C:4]3[CH:10]=[CH:9]2)(=[O:13])=[O:12])[CH:15]=[CH:16][CH:17]=[CH:18][CH:19]=1. The catalyst class is: 2. (4) Reactant: [N+:1]([C:4]1[CH:5]=[C:6]([CH:9]=[C:10]([N+:12]([O-:14])=[O:13])[CH:11]=1)[CH2:7][OH:8])([O-:3])=[O:2].[F:15][C:16]([F:43])([O:28][C:29]1[CH:34]=[CH:33][C:32]([O:35][CH2:36][CH2:37][CH2:38][C:39]([F:42])([F:41])[F:40])=[CH:31][CH:30]=1)[C:17]1[CH:22]=[CH:21][C:20](/[CH:23]=[CH:24]/[C:25](O)=[O:26])=[CH:19][CH:18]=1.Cl.CN(C)CCCN=C=NCC. Product: [F:15][C:16]([F:43])([O:28][C:29]1[CH:34]=[CH:33][C:32]([O:35][CH2:36][CH2:37][CH2:38][C:39]([F:41])([F:40])[F:42])=[CH:31][CH:30]=1)[C:17]1[CH:22]=[CH:21][C:20](/[CH:23]=[CH:24]/[C:25]([O:8][CH2:7][C:6]2[CH:5]=[C:4]([N+:1]([O-:3])=[O:2])[CH:11]=[C:10]([N+:12]([O-:14])=[O:13])[CH:9]=2)=[O:26])=[CH:19][CH:18]=1. The catalyst class is: 119. (5) Reactant: I[C:2]1[CH:14]=[CH:13][C:5]([C:6]([O:8][CH2:9][CH2:10][CH2:11][CH3:12])=[O:7])=[CH:4][CH:3]=1.[F:15][C:16]([F:27])([F:26])[C:17]1[CH:22]=[CH:21][C:20](B(O)O)=[CH:19][CH:18]=1.C(=O)([O-])[O-].[K+].[K+].C1(C)C=CC=CC=1. Product: [F:15][C:16]([F:27])([F:26])[C:17]1[CH:22]=[CH:21][C:20]([C:2]2[CH:14]=[CH:13][C:5]([C:6]([O:8][CH2:9][CH2:10][CH2:11][CH3:12])=[O:7])=[CH:4][CH:3]=2)=[CH:19][CH:18]=1. The catalyst class is: 103.